Dataset: Full USPTO retrosynthesis dataset with 1.9M reactions from patents (1976-2016). Task: Predict the reactants needed to synthesize the given product. Given the product [F:1][C:2]1[C:3]([CH3:25])=[C:4]([C:8]2([C:21]([OH:23])=[O:22])[CH2:9][CH2:10][CH:11]([O:14][C:15]3[CH:16]=[CH:17][CH:18]=[CH:19][CH:20]=3)[CH2:12][CH2:13]2)[CH:5]=[CH:6][CH:7]=1, predict the reactants needed to synthesize it. The reactants are: [F:1][C:2]1[C:3]([CH3:25])=[C:4]([C:8]2([C:21]([O:23]C)=[O:22])[CH2:13][CH2:12][CH:11]([O:14][C:15]3[CH:20]=[CH:19][CH:18]=[CH:17][CH:16]=3)[CH2:10][CH2:9]2)[CH:5]=[CH:6][CH:7]=1.[OH-].[Na+].